Predict the reactants needed to synthesize the given product. From a dataset of Full USPTO retrosynthesis dataset with 1.9M reactions from patents (1976-2016). (1) Given the product [F:17][C:14]1[C:15]2[CH:16]=[C:8]3[C:7]4[N:6]=[C:5]([C:18]5[C:19]([N:38]([CH3:43])[S:39]([CH3:42])(=[O:41])=[O:40])=[CH:20][C:21]6[O:25][C:24]([C:26]7[CH:27]=[CH:28][C:29]([F:32])=[CH:30][CH:31]=7)=[C:23]([C:33](=[O:34])[NH:35][CH3:36])[C:22]=6[CH:37]=5)[CH:4]=[CH:3][C:2]=4[NH:1][CH:48]([CH2:47][C:46]([O:45][CH3:44])=[O:52])[N:9]3[C:10]=2[CH:11]=[CH:12][CH:13]=1, predict the reactants needed to synthesize it. The reactants are: [NH2:1][C:2]1[CH:3]=[CH:4][C:5]([C:18]2[C:19]([N:38]([CH3:43])[S:39]([CH3:42])(=[O:41])=[O:40])=[CH:20][C:21]3[O:25][C:24]([C:26]4[CH:31]=[CH:30][C:29]([F:32])=[CH:28][CH:27]=4)=[C:23]([C:33]([NH:35][CH3:36])=[O:34])[C:22]=3[CH:37]=2)=[N:6][C:7]=1[C:8]1[NH:9][C:10]2[C:15]([CH:16]=1)=[C:14]([F:17])[CH:13]=[CH:12][CH:11]=2.[CH3:44][O:45][CH:46]([O:52]C)[CH2:47][C:48](OC)=O.Cl.CCN(CC)CC. (2) Given the product [C:6]1([CH:5]([N:12]2[C:16]3[CH:17]=[CH:18][CH:19]=[C:20]([N:21]4[CH2:22][CH2:23][CH:24]([C:27]([NH:63][C:64]5[NH:69][CH2:68][CH2:67][CH2:66][N:65]=5)=[O:29])[CH2:25][CH2:26]4)[C:15]=3[N:14]=[CH:13]2)[CH2:4][C:3]([O:2][CH3:1])=[O:30])[CH:11]=[CH:10][CH:9]=[CH:8][CH:7]=1, predict the reactants needed to synthesize it. The reactants are: [CH3:1][O:2][C:3](=[O:30])[CH2:4][CH:5]([N:12]1[C:16]2[CH:17]=[CH:18][CH:19]=[C:20]([N:21]3[CH2:26][CH2:25][CH:24]([C:27]([OH:29])=O)[CH2:23][CH2:22]3)[C:15]=2[N:14]=[CH:13]1)[C:6]1[CH:11]=[CH:10][CH:9]=[CH:8][CH:7]=1.C(N(CC)C(C)C)(C)C.CN(C(ON1N=NC2C=CC=CC1=2)=[N+](C)C)C.[B-](F)(F)(F)F.Br.[NH2:63][C:64]1[NH:65][CH2:66][CH2:67][CH2:68][N:69]=1.